This data is from HIV replication inhibition screening data with 41,000+ compounds from the AIDS Antiviral Screen. The task is: Binary Classification. Given a drug SMILES string, predict its activity (active/inactive) in a high-throughput screening assay against a specified biological target. (1) The compound is CC1OC(OCC2OC(Oc3ccc(C4CC(=O)c5c(O)cc(O)cc5O4)cc3O)C(O)C(O)C2O)C(O)C(O)C1O. The result is 0 (inactive). (2) The drug is COC(=O)C(=NNc1nnc(C)n1N)C(C#N)c1ccccc1. The result is 0 (inactive). (3) The molecule is CCOC(=O)c1cc(C(=O)O)c(=O)n2c1[nH]c1ccccc12. The result is 0 (inactive). (4) The molecule is CC1=Nc2nc3ccccc3n2C(C)(C)C1. The result is 0 (inactive). (5) The molecule is NS(=O)(=O)c1ccc(SSc2ccc(S(N)(=O)=O)cc2[N+](=O)[O-])c([N+](=O)[O-])c1. The result is 1 (active). (6) The drug is CC(=O)OCC1OC(n2c3c(c(-c4cccc5ccccc45)c(C#N)c2=S)CCCC3)C(OC(C)=O)C(OC(C)=O)C1OC(C)=O. The result is 0 (inactive). (7) The compound is CC(=O)C1(N=Nc2ccc(S(=O)(=O)Nc3nccc(C)n3)cc2)CCOC1=O. The result is 0 (inactive). (8) The compound is Cn1c(-c2cccs2)cc(-c2ccsc2)c1-c1ccsc1. The result is 0 (inactive). (9) The result is 0 (inactive). The molecule is Nc1nc(Cl)cc(NCCCCCCCCCCNc2cc(Cl)nc(N)n2)n1. (10) The compound is COc1ccc2nc3cc(Cl)ccc3c(NCCCN(C)CCCNc3ccc4ncn5c6ccccc6c(=O)c3c45)c2c1.Cl. The result is 0 (inactive).